From a dataset of Peptide-MHC class II binding affinity with 134,281 pairs from IEDB. Regression. Given a peptide amino acid sequence and an MHC pseudo amino acid sequence, predict their binding affinity value. This is MHC class II binding data. (1) The binding affinity (normalized) is 0.263. The peptide sequence is KPNDFMPTFAKAMEK. The MHC is HLA-DQA10301-DQB10302 with pseudo-sequence HLA-DQA10301-DQB10302. (2) The binding affinity (normalized) is 0.622. The peptide sequence is AAYAAQGYKVLVLNPSVAAT. The MHC is DRB1_0802 with pseudo-sequence DRB1_0802. (3) The MHC is HLA-DQA10201-DQB10402 with pseudo-sequence HLA-DQA10201-DQB10402. The peptide sequence is KKPDFILATDIAEMG. The binding affinity (normalized) is 0.270. (4) The peptide sequence is SPALFLSFLYTLELK. The MHC is DRB1_0405 with pseudo-sequence DRB1_0405. The binding affinity (normalized) is 0.901. (5) The peptide sequence is PAADKFKTFEAAFTS. The MHC is HLA-DQA10501-DQB10301 with pseudo-sequence HLA-DQA10501-DQB10301. The binding affinity (normalized) is 0.359. (6) The peptide sequence is SQFLELSWNLNGLQAY. The MHC is DRB1_1302 with pseudo-sequence DRB1_1302. The binding affinity (normalized) is 0.612. (7) The peptide sequence is FFILDGDNLFPKV. The MHC is HLA-DQA10501-DQB10201 with pseudo-sequence HLA-DQA10501-DQB10201. The binding affinity (normalized) is 0.736.